Dataset: NCI-60 drug combinations with 297,098 pairs across 59 cell lines. Task: Regression. Given two drug SMILES strings and cell line genomic features, predict the synergy score measuring deviation from expected non-interaction effect. (1) Drug 1: C1=CC=C(C=C1)NC(=O)CCCCCCC(=O)NO. Drug 2: CC1CCC2CC(C(=CC=CC=CC(CC(C(=O)C(C(C(=CC(C(=O)CC(OC(=O)C3CCCCN3C(=O)C(=O)C1(O2)O)C(C)CC4CCC(C(C4)OC)OCCO)C)C)O)OC)C)C)C)OC. Cell line: HOP-62. Synergy scores: CSS=12.4, Synergy_ZIP=1.63, Synergy_Bliss=5.46, Synergy_Loewe=2.04, Synergy_HSA=0.412. (2) Drug 1: C1CCC(C1)C(CC#N)N2C=C(C=N2)C3=C4C=CNC4=NC=N3. Drug 2: C1CC(=O)NC(=O)C1N2C(=O)C3=CC=CC=C3C2=O. Cell line: SNB-19. Synergy scores: CSS=2.20, Synergy_ZIP=3.35, Synergy_Bliss=6.20, Synergy_Loewe=3.27, Synergy_HSA=2.94. (3) Drug 1: C1CCN(CC1)CCOC2=CC=C(C=C2)C(=O)C3=C(SC4=C3C=CC(=C4)O)C5=CC=C(C=C5)O. Drug 2: C1CN1P(=S)(N2CC2)N3CC3. Cell line: U251. Synergy scores: CSS=19.0, Synergy_ZIP=-4.82, Synergy_Bliss=-3.89, Synergy_Loewe=-3.95, Synergy_HSA=-3.28.